The task is: Regression. Given a peptide amino acid sequence and an MHC pseudo amino acid sequence, predict their binding affinity value. This is MHC class II binding data.. This data is from Peptide-MHC class II binding affinity with 134,281 pairs from IEDB. (1) The binding affinity (normalized) is 0.426. The peptide sequence is TDVLRYVILVGAAFA. The MHC is DRB4_0101 with pseudo-sequence DRB4_0103. (2) The peptide sequence is EHELYVAVLSNALHR. The MHC is HLA-DQA10102-DQB10502 with pseudo-sequence HLA-DQA10102-DQB10502. The binding affinity (normalized) is 0.364.